The task is: Predict the reaction yield, written as a fraction of the theoretical maximum amount of product (1.0 means a 100% yield; for example, 0.34 means a 34% yield).. This data is from Reaction yield outcomes from USPTO patents with 853,638 reactions. (1) The reactants are C(NC(C)C)(C)C.C([Li])CCC.[C:13]1([CH:19]2[CH2:23][CH2:22][CH2:21][C:20]2=[O:24])[CH:18]=[CH:17][CH:16]=[CH:15][CH:14]=1.[C:25](C#N)(=[O:29])[O:26][CH2:27][CH3:28]. The catalyst is C1COCC1. The product is [O:24]=[C:20]1[CH:19]([C:13]2[CH:18]=[CH:17][CH:16]=[CH:15][CH:14]=2)[CH2:23][CH2:22][CH:21]1[C:25]([O:26][CH2:27][CH3:28])=[O:29]. The yield is 0.730. (2) The reactants are [N+:1]([C:4]1[CH:9]=[CH:8][CH:7]=[CH:6][C:5]=1[S:10](Cl)(=[O:12])=[O:11])([O-:3])=[O:2].Cl.[CH3:15][O:16][NH2:17].O.Cl. The catalyst is N1C=CC=CC=1. The product is [CH3:15][O:16][NH:17][S:10]([C:5]1[CH:6]=[CH:7][CH:8]=[CH:9][C:4]=1[N+:1]([O-:3])=[O:2])(=[O:12])=[O:11]. The yield is 0.870.